This data is from Catalyst prediction with 721,799 reactions and 888 catalyst types from USPTO. The task is: Predict which catalyst facilitates the given reaction. (1) Reactant: [Cl:1][C:2]1[CH:3]=[C:4]2[C:8](=[CH:9][CH:10]=1)[NH:7][C:6]([C:11]([OH:13])=O)=[CH:5]2.Cl.CN(C)CCCN=C=NCC.O.ON1C2C=CC=CC=2N=N1.Cl.[CH3:38][N:39]1[CH2:44][CH2:43][C:42]2[N:45]=[C:46]([C:48]([NH:50][C@@H:51]3[CH2:55][CH2:54][CH2:53][C@H:52]3[NH2:56])=[O:49])[S:47][C:41]=2[CH2:40]1. Product: [ClH:1].[Cl:1][C:2]1[CH:3]=[C:4]2[C:8](=[CH:9][CH:10]=1)[NH:7][C:6]([C:11]([NH:56][C@@H:52]1[CH2:53][CH2:54][CH2:55][C@H:51]1[NH:50][C:48]([C:46]1[S:47][C:41]3[CH2:40][N:39]([CH3:38])[CH2:44][CH2:43][C:42]=3[N:45]=1)=[O:49])=[O:13])=[CH:5]2. The catalyst class is: 289. (2) Reactant: [C:1]([O:5][C:6](=[O:13])[NH:7][C:8]1[N:9]=[CH:10][S:11][CH:12]=1)([CH3:4])([CH3:3])[CH3:2].C[Si](C)(C)[N-][Si](C)(C)C.[Li+].[Cl:24][C:25]1[C:26]([F:36])=[CH:27][C:28]([F:35])=[C:29]([S:31](Cl)(=[O:33])=[O:32])[CH:30]=1.[Cl-].[NH4+]. Product: [Cl:24][C:25]1[C:26]([F:36])=[CH:27][C:28]([F:35])=[C:29]([S:31]([N:7]([C:8]2[N:9]=[CH:10][S:11][CH:12]=2)[C:6](=[O:13])[O:5][C:1]([CH3:4])([CH3:2])[CH3:3])(=[O:33])=[O:32])[CH:30]=1. The catalyst class is: 7. (3) Reactant: N(C(OCC)=O)=NC(OCC)=O.[Cl:13][C:14]1[CH:33]=[CH:32][C:17]([NH:18][C:19]2[C:28]3[C:23](=[CH:24][C:25]([OH:31])=[C:26]([O:29][CH3:30])[CH:27]=3)[N:22]=[CH:21][N:20]=2)=[C:16]([F:34])[CH:15]=1.C1(P(C2C=CC=CC=2)C2C=CC=CC=2)C=CC=CC=1.O[CH2:55][CH2:56][CH2:57][N:58]1[CH2:62][CH2:61][CH2:60][C@H:59]1[C:63]([NH2:65])=[O:64]. Product: [ClH:13].[C:63]([C@@H:59]1[CH2:60][CH2:61][CH2:62][N:58]1[CH2:57][CH2:56][CH2:55][O:31][C:25]1[CH:24]=[C:23]2[C:28]([C:19]([NH:18][C:17]3[CH:32]=[CH:33][C:14]([Cl:13])=[CH:15][C:16]=3[F:34])=[N:20][CH:21]=[N:22]2)=[CH:27][C:26]=1[O:29][CH3:30])(=[O:64])[NH2:65]. The catalyst class is: 2. (4) Reactant: [F:1][C:2]1[CH:7]=[CH:6][C:5]([N:8]2[C:11](=[O:12])[C@H:10]([S:13][CH2:14][C:15]([C:17]3[CH:22]=[CH:21][C:20]([F:23])=[CH:19][CH:18]=3)=[O:16])[C@H:9]2[C:24]2[CH:38]=[CH:37][C:27]([O:28][CH2:29][C:30]([NH:32][CH2:33][C:34](O)=[O:35])=[O:31])=[CH:26][CH:25]=2)=[CH:4][CH:3]=1.[CH3:39][S:40][CH2:41][C@@H:42]([C:44]([O:46]C(C)(C)C)=[O:45])[NH2:43].CN1CCOCC1.CN(C(ON1N=NC2C=CC=CC1=2)=[N+](C)C)C.[B-](F)(F)(F)F. Product: [F:1][C:2]1[CH:3]=[CH:4][C:5]([N:8]2[C:11](=[O:12])[C@H:10]([S:13][CH2:14][CH:15]([C:17]3[CH:18]=[CH:19][C:20]([F:23])=[CH:21][CH:22]=3)[OH:16])[C@H:9]2[C:24]2[CH:25]=[CH:26][C:27]([O:28][CH2:29][C:30]([NH:32][CH2:33][C:34]([NH:43][C@H:42]([C:44]([OH:46])=[O:45])[CH2:41][S:40][CH3:39])=[O:35])=[O:31])=[CH:37][CH:38]=2)=[CH:6][CH:7]=1. The catalyst class is: 2.